From a dataset of Forward reaction prediction with 1.9M reactions from USPTO patents (1976-2016). Predict the product of the given reaction. Given the reactants [Br:1][C:2]1[CH:3]=[C:4]2[C:8](=[CH:9][CH:10]=1)[NH:7][C:6](=[O:11])[CH2:5]2.[CH2:12]([N:14]([CH2:27][CH3:28])[CH2:15][CH2:16][NH:17][C:18]([C:20]1[NH:21][C:22]([CH:25]=O)=[CH:23][CH:24]=1)=[O:19])[CH3:13].N1C=CC=C1C(OCC)=O, predict the reaction product. The product is: [CH2:27]([N:14]([CH2:12][CH3:13])[CH2:15][CH2:16][NH:17][C:18]([C:20]1[NH:21][C:22]([CH:25]=[C:5]2[C:4]3[C:8](=[CH:9][CH:10]=[C:2]([Br:1])[CH:3]=3)[NH:7][C:6]2=[O:11])=[CH:23][CH:24]=1)=[O:19])[CH3:28].